Dataset: Forward reaction prediction with 1.9M reactions from USPTO patents (1976-2016). Task: Predict the product of the given reaction. (1) Given the reactants [C:1](=O)([O:32]C1C=CC([N+]([O-])=O)=CC=1)[O:2][CH2:3][C:4](=[C:13]1[CH2:16][N:15]([CH:17]([C:25]2[CH:30]=[CH:29][C:28]([Cl:31])=[CH:27][CH:26]=2)[C:18]2[CH:23]=[CH:22][C:21]([Cl:24])=[CH:20][CH:19]=2)[CH2:14]1)[C:5]1[CH:10]=[C:9]([F:11])[CH:8]=[C:7]([F:12])[CH:6]=1.[CH:43]([NH2:46])([CH3:45])[CH3:44], predict the reaction product. The product is: [CH:43]([NH:46][C:1](=[O:32])[O:2][CH2:3][C:4](=[C:13]1[CH2:16][N:15]([CH:17]([C:18]2[CH:19]=[CH:20][C:21]([Cl:24])=[CH:22][CH:23]=2)[C:25]2[CH:30]=[CH:29][C:28]([Cl:31])=[CH:27][CH:26]=2)[CH2:14]1)[C:5]1[CH:10]=[C:9]([F:11])[CH:8]=[C:7]([F:12])[CH:6]=1)([CH3:45])[CH3:44]. (2) Given the reactants [CH3:1][C:2]([O:5][C:6](=[O:27])[N:7]([CH2:25][CH3:26])[CH2:8][CH2:9][NH:10][C:11]([C:13]1[NH:14][C:15]2[C:20]([CH:21]=1)=[CH:19][C:18]([N+:22]([O-:24])=[O:23])=[CH:17][CH:16]=2)=[O:12])([CH3:4])[CH3:3].[CH2:28](NCCNC(C1NC2C(C=1)=CC([N+]([O-])=O)=CC=2)=O)CC, predict the reaction product. The product is: [CH3:4][C:2]([O:5][C:6](=[O:27])[N:7]([CH2:8][CH2:9][NH:10][C:11]([C:13]1[NH:14][C:15]2[C:20]([CH:21]=1)=[CH:19][C:18]([N+:22]([O-:24])=[O:23])=[CH:17][CH:16]=2)=[O:12])[CH2:25][CH2:26][CH3:28])([CH3:1])[CH3:3]. (3) Given the reactants [Cl:1][C:2]1[CH:10]=[C:9]([N+:11]([O-:13])=[O:12])[C:8]([N+:14]([O-:16])=[O:15])=[CH:7][C:3]=1[C:4]([OH:6])=O.S(Cl)(Cl)=O.[CH:21]1([NH2:24])[CH2:23][CH2:22]1, predict the reaction product. The product is: [Cl:1][C:2]1[CH:10]=[C:9]([N+:11]([O-:13])=[O:12])[C:8]([N+:14]([O-:16])=[O:15])=[CH:7][C:3]=1[C:4]([NH:24][CH:21]1[CH2:23][CH2:22]1)=[O:6]. (4) Given the reactants [CH:1]1([NH:7][CH2:8][C:9]([F:16])([F:15])[C:10]([O:12]CC)=O)[CH2:6][CH2:5][CH2:4][CH2:3][CH2:2]1.[C:17]([O-:20])([O-])=[O:18].[K+].[K+].[Cl:23][C:24]1[N:29]=[C:28](Cl)[C:27]([N+:31]([O-:33])=[O:32])=[CH:26][N:25]=1.[CH3:34][C:35](C)=O, predict the reaction product. The product is: [Cl:23][C:24]1[N:29]=[C:28]([N:7]([CH:1]2[CH2:2][CH2:3][CH2:4][CH2:5][CH2:6]2)[CH2:8][C:9]([F:15])([F:16])[C:10](=[O:12])[C:17]([O:20][CH2:34][CH3:35])=[O:18])[C:27]([N+:31]([O-:33])=[O:32])=[CH:26][N:25]=1. (5) Given the reactants [C:1]([O:4][C:5](=[O:7])[CH3:6])(=O)[CH3:2].[C:8]([NH:11][C:12]1[N:20]=[CH:19][C:18](Br)=[CH:17]C=1C(O)=O)(=[O:10])[CH3:9].[C:22]([O:26][CH2:27]C)(=[O:25])[CH:23]=[CH2:24].C(N(C(C)C)CC)(C)C.CC1C=CC=CC=1P(C1C=CC=CC=1C)C1C=CC=CC=1C, predict the reaction product. The product is: [CH3:27][O:26][C:22](=[O:25])[C:23]1[CH:24]=[C:18]([CH:17]=[CH:6][C:5]([O:4][CH2:1][CH3:2])=[O:7])[CH:19]=[N:20][C:12]=1[NH:11][C:8](=[O:10])[CH3:9]. (6) Given the reactants [ClH:1].[Cl:2][CH2:3][CH:4]1[CH2:15][N:14]2[C:6]([C:7]3[NH:8][C:9]([CH:20]4[CH2:24][CH2:23][CH2:22][CH2:21]4)=[N:10][C:11]=3[N:12]([CH2:17][CH2:18][CH3:19])[C:13]2=[O:16])=[N:5]1.[NH2:25][C:26]1[CH:31]=[CH:30][CH:29]=[CH:28][CH:27]=1.C(=O)([O-])O.[Na+], predict the reaction product. The product is: [ClH:2].[ClH:1].[CH:20]1([C:9]2[NH:8][C:7]3[C:6]4=[N:5][CH:4]([CH2:3][NH:25][C:26]5[CH:31]=[CH:30][CH:29]=[CH:28][CH:27]=5)[CH2:15][N:14]4[C:13](=[O:16])[N:12]([CH2:17][CH2:18][CH3:19])[C:11]=3[N:10]=2)[CH2:24][CH2:23][CH2:22][CH2:21]1. (7) Given the reactants [N:1]1[CH:6]=[CH:5][CH:4]=[C:3]([CH2:7][C:8]#[N:9])[CH:2]=1.CC(O)=[O:12].OO, predict the reaction product. The product is: [CH:5]1[CH:6]=[N+:1]([O-:12])[CH:2]=[C:3]([CH2:7][C:8]#[N:9])[CH:4]=1. (8) The product is: [C:17]1([C:16](=[O:26])[CH2:9][C:10]2[CH:15]=[CH:14][CH:13]=[CH:12][N:11]=2)[CH:22]=[CH:21][CH:20]=[CH:19][CH:18]=1. Given the reactants C([N-]C(C)C)(C)C.[Li+].[CH3:9][C:10]1[CH:15]=[CH:14][CH:13]=[CH:12][N:11]=1.[C:16](#N)[C:17]1[CH:22]=[CH:21][CH:20]=[CH:19][CH:18]=1.[Cl-].[NH4+].[O:26]1CCCC1, predict the reaction product.